This data is from Full USPTO retrosynthesis dataset with 1.9M reactions from patents (1976-2016). The task is: Predict the reactants needed to synthesize the given product. (1) Given the product [CH:1]([C:4]1[CH:21]=[CH:20][C:7]([CH2:8][N:9]2[CH:14]=[CH:13][CH:12]=[C:11]([C:15]([OH:17])=[O:16])[C:10]2=[O:19])=[CH:6][CH:5]=1)([CH3:3])[CH3:2], predict the reactants needed to synthesize it. The reactants are: [CH:1]([C:4]1[CH:21]=[CH:20][C:7]([CH2:8][N:9]2[CH:14]=[CH:13][CH:12]=[C:11]([C:15]([O:17]C)=[O:16])[C:10]2=[O:19])=[CH:6][CH:5]=1)([CH3:3])[CH3:2]. (2) Given the product [Cl:14][C:10]1[C:9]([CH3:15])=[C:8]([C:6]2[N:5]=[C:4]([NH2:16])[N:3]=[C:2]([NH:26][CH2:25][CH2:24][C:21]3[N:20]=[C:19]([CH3:18])[NH:23][N:22]=3)[CH:7]=2)[CH:13]=[CH:12][CH:11]=1, predict the reactants needed to synthesize it. The reactants are: Cl[C:2]1[CH:7]=[C:6]([C:8]2[CH:13]=[CH:12][CH:11]=[C:10]([Cl:14])[C:9]=2[CH3:15])[N:5]=[C:4]([NH2:16])[N:3]=1.Cl.[CH3:18][C:19]1[NH:23][N:22]=[C:21]([CH2:24][CH2:25][NH2:26])[N:20]=1.C(N(CC)C(C)C)(C)C.CO. (3) Given the product [C:1]([O:5][C@@H:6]([C:9]1[C:27]([CH3:28])=[CH:26][C:12]2[N:13]=[C:14]([C:16]3[CH:17]=[C:18]4[N:24]([CH3:25])[N:23]=[CH:22][C:19]4=[N:20][CH:21]=3)[S:15][C:11]=2[C:10]=1[C:29]1[CH:30]=[CH:31][C:32]([Cl:35])=[CH:33][CH:34]=1)[C:7]([OH:39])=[O:8])([CH3:4])([CH3:2])[CH3:3], predict the reactants needed to synthesize it. The reactants are: [C:1]([O:5][C@@H:6]([C:9]1[C:27]([CH3:28])=[CH:26][C:12]2[N:13]=[C:14]([C:16]3[CH:17]=[C:18]4[N:24]([CH3:25])[N:23]=[CH:22][C:19]4=[N:20][CH:21]=3)[S:15][C:11]=2[C:10]=1[C:29]1[CH:34]=[CH:33][C:32]([Cl:35])=[CH:31][CH:30]=1)[CH2:7][OH:8])([CH3:4])([CH3:3])[CH3:2].C(#N)C.[OH2:39]. (4) Given the product [CH3:24][C:22]1[S:21][C:19]2[N:20]=[C:15]([O:11][CH2:10][C:9]([F:13])([F:12])[F:8])[N:16]=[C:17]([S:25][CH3:26])[C:18]=2[CH:23]=1, predict the reactants needed to synthesize it. The reactants are: [H-].[Na+].C1COCC1.[F:8][C:9]([F:13])([F:12])[CH2:10][OH:11].Cl[C:15]1[N:16]=[C:17]([S:25][CH3:26])[C:18]2[CH:23]=[C:22]([CH3:24])[S:21][C:19]=2[N:20]=1. (5) Given the product [CH3:27][C:28]1[N:6]([C:7]2[CH:15]=[C:14]3[C:10]([CH:11]=[CH:12][N:13]3[CH2:16][O:17][C:18]3[CH:19]=[C:20]([CH:21]=[CH:22][CH:23]=3)[C:24]#[N:25])=[CH:9][CH:8]=2)[C:4](=[O:5])[CH:3]=[C:2]([CH3:26])[N:1]=1, predict the reactants needed to synthesize it. The reactants are: [NH2:1]/[C:2](/[CH3:26])=[CH:3]\[C:4]([NH:6][C:7]1[CH:15]=[C:14]2[C:10]([CH:11]=[CH:12][N:13]2[CH2:16][O:17][C:18]2[CH:23]=[CH:22][CH:21]=[C:20]([C:24]#[N:25])[CH:19]=2)=[CH:9][CH:8]=1)=[O:5].[C:27](OCC)(OCC)(OCC)[CH3:28]. (6) Given the product [F:1][C:2]1[CH:3]=[CH:4][C:5]([C:8]2[O:12][N:11]=[C:10]([C:13]([NH:15][CH2:16][CH2:17][C:18]([OH:20])=[O:19])=[O:14])[CH:9]=2)=[CH:6][CH:7]=1, predict the reactants needed to synthesize it. The reactants are: [F:1][C:2]1[CH:7]=[CH:6][C:5]([C:8]2[O:12][N:11]=[C:10]([C:13]([NH:15][CH2:16][CH2:17][C:18]([O:20]C)=[O:19])=[O:14])[CH:9]=2)=[CH:4][CH:3]=1.[OH-].[Li+]. (7) Given the product [CH3:1][N:2]([CH2:3][C:4]1[CH:9]=[CH:8][C:7]([C:10]([N:12]2[CH2:18][C:17]3([CH3:20])[CH2:19][CH:13]2[CH2:14][C:15]([CH3:22])([CH3:21])[CH2:16]3)=[O:11])=[CH:6][CH:5]=1)[C:35]([C:25]1[S:26][CH:27]=[C:28]([S:29]([CH:32]([CH3:34])[CH3:33])(=[O:31])=[O:30])[C:24]=1[Cl:23])=[O:36], predict the reactants needed to synthesize it. The reactants are: [CH3:1][NH:2][CH2:3][C:4]1[CH:9]=[CH:8][C:7]([C:10]([N:12]2[CH2:18][C:17]3([CH3:20])[CH2:19][CH:13]2[CH2:14][C:15]([CH3:22])([CH3:21])[CH2:16]3)=[O:11])=[CH:6][CH:5]=1.[Cl:23][C:24]1[C:28]([S:29]([CH:32]([CH3:34])[CH3:33])(=[O:31])=[O:30])=[CH:27][S:26][C:25]=1[C:35](Cl)=[O:36].